From a dataset of Catalyst prediction with 721,799 reactions and 888 catalyst types from USPTO. Predict which catalyst facilitates the given reaction. (1) Reactant: [OH:1][C@H:2]1[C@H:9]2[C@H:5]([O:6][C:7]([CH3:11])([CH3:10])[O:8]2)[O:4][C@H:3]1[C:12](N1CCOCC1)=[O:13].C([Mg]Cl)(C)C.[Br:25][C:26]1[CH:42]=[CH:41][C:40](I)=[CH:39][C:27]=1[CH2:28][C:29]1[CH:38]=[CH:37][C:32]2[O:33][CH2:34][CH2:35][O:36][C:31]=2[CH:30]=1. Product: [Br:25][C:26]1[CH:42]=[CH:41][C:40]([C:12]([C@@H:3]2[O:4][C@H:5]3[O:6][C:7]([CH3:10])([CH3:11])[O:8][C@H:9]3[C@@H:2]2[OH:1])=[O:13])=[CH:39][C:27]=1[CH2:28][C:29]1[CH:38]=[CH:37][C:32]2[O:33][CH2:34][CH2:35][O:36][C:31]=2[CH:30]=1. The catalyst class is: 1. (2) Reactant: [NH2:1][C:2]1[CH:10]=[CH:9][C:8]([CH3:11])=[CH:7][C:3]=1[C:4]([OH:6])=[O:5].C[Si](C=[N+]=[N-])(C)C.[Cl:19][C:20]1[CH:28]=[CH:27][C:23]([C:24](Cl)=[O:25])=[CH:22][CH:21]=1.[CH3:29]CN(C(C)C)C(C)C. Product: [CH3:29][O:5][C:4](=[O:6])[C:3]1[CH:7]=[C:8]([CH3:11])[CH:9]=[CH:10][C:2]=1[NH:1][C:24](=[O:25])[C:23]1[CH:27]=[CH:28][C:20]([Cl:19])=[CH:21][CH:22]=1. The catalyst class is: 442. (3) Reactant: C([O-])([O-])=O.[K+].[K+].[Na+].[I-].[K].[CH3:10][O:11][C:12]1[CH:17]=[C:16]([N+:18]([O-])=O)[CH:15]=[CH:14][C:13]=1[OH:21].Cl[CH2:23][CH2:24][NH:25][C:26](=[O:32])[O:27][C:28]([CH3:31])([CH3:30])[CH3:29]. Product: [NH2:18][C:16]1[CH:15]=[CH:14][C:13]([O:21][CH2:23][CH2:24][NH:25][C:26](=[O:32])[O:27][C:28]([CH3:31])([CH3:30])[CH3:29])=[C:12]([O:11][CH3:10])[CH:17]=1. The catalyst class is: 3. (4) Reactant: [NH2:1][C:2]1[N:6]([CH2:7][C@H:8]2[CH2:12][CH2:11][CH2:10][N:9]2[C:13]([O:15][C:16]([CH3:19])([CH3:18])[CH3:17])=[O:14])[C:5]2[CH:20]=[CH:21][CH:22]=[CH:23][C:4]=2[N:3]=1.[Br:24][C:25]1[S:29][C:28]([C:30](O)=[O:31])=[CH:27][CH:26]=1.C1CN([P+](ON2N=NC3C=CC=CC2=3)(N2CCCC2)N2CCCC2)CC1.F[P-](F)(F)(F)(F)F. Product: [Br:24][C:25]1[S:29][C:28]([C:30]([NH:1][C:2]2[N:6]([CH2:7][C@H:8]3[CH2:12][CH2:11][CH2:10][N:9]3[C:13]([O:15][C:16]([CH3:19])([CH3:18])[CH3:17])=[O:14])[C:5]3[CH:20]=[CH:21][CH:22]=[CH:23][C:4]=3[N:3]=2)=[O:31])=[CH:27][CH:26]=1. The catalyst class is: 9. (5) Reactant: [Br:1][C:2]1[CH:10]=[C:9]([CH3:11])[C:5]([C:6](O)=[O:7])=[C:4]([F:12])[CH:3]=1.C(N1C=CN=C1)([N:15]1C=CN=C1)=O. Product: [Br:1][C:2]1[CH:10]=[C:9]([CH3:11])[C:5]([C:6]([NH2:15])=[O:7])=[C:4]([F:12])[CH:3]=1. The catalyst class is: 1.